This data is from Full USPTO retrosynthesis dataset with 1.9M reactions from patents (1976-2016). The task is: Predict the reactants needed to synthesize the given product. (1) Given the product [Cl:28][CH2:27][CH2:26][CH2:25][CH2:24][C:11]([C:17]([O:19][CH2:20][CH3:21])=[O:18])([NH:10][C:8]([C:5]1[CH:6]=[CH:7][C:2]([CH3:22])=[CH:3][CH:4]=1)=[O:9])[C:12]([O:14][CH2:15][CH3:16])=[O:13], predict the reactants needed to synthesize it. The reactants are: [Na].[C:2]1([CH3:22])[CH:7]=[CH:6][C:5]([C:8]([NH:10][CH:11]([C:17]([O:19][CH2:20][CH3:21])=[O:18])[C:12]([O:14][CH2:15][CH3:16])=[O:13])=[O:9])=[CH:4][CH:3]=1.Br[CH2:24][CH2:25][CH2:26][CH2:27][Cl:28]. (2) Given the product [C:8]([O:12][C:13](=[O:15])[NH:27][S:24]([CH3:23])(=[O:26])=[O:25])([CH3:11])([CH3:10])[CH3:9], predict the reactants needed to synthesize it. The reactants are: C(N(CC)CC)C.[C:8]([O:12][C:13]([O:15]C(OC(C)(C)C)=O)=O)([CH3:11])([CH3:10])[CH3:9].[CH3:23][S:24]([NH2:27])(=[O:26])=[O:25]. (3) Given the product [C:39]([NH:42][CH2:43][CH2:44][NH:45][C:2]1[CH:9]=[C:8]([N:10]2[C:22]3[CH:21]=[CH:20][CH:19]=[C:18]([C:23]4[NH:27][C:26]5[CH:28]=[C:29]([F:32])[CH:30]=[CH:31][C:25]=5[N:24]=4)[C:17]=3[C:16]3[C:11]2=[CH:12][CH:13]=[CH:14][CH:15]=3)[CH:7]=[CH:6][C:3]=1[C:4]([NH2:5])=[O:34])(=[O:41])[CH3:40], predict the reactants needed to synthesize it. The reactants are: F[C:2]1[CH:9]=[C:8]([N:10]2[C:22]3[CH:21]=[CH:20][CH:19]=[C:18]([C:23]4[NH:27][C:26]5[CH:28]=[C:29]([F:32])[CH:30]=[CH:31][C:25]=5[N:24]=4)[C:17]=3[C:16]3[C:11]2=[CH:12][CH:13]=[CH:14][CH:15]=3)[CH:7]=[CH:6][C:3]=1[C:4]#[N:5].C(=O)([O-])[O-:34].[K+].[K+].[C:39]([NH:42][CH2:43][CH2:44][NH2:45])(=[O:41])[CH3:40].[OH-].[Na+].OO.